From a dataset of Forward reaction prediction with 1.9M reactions from USPTO patents (1976-2016). Predict the product of the given reaction. (1) The product is: [Br-:1].[OH:2][CH2:3][CH2:4][CH2:5][N+:6]1[C:15]2[C:10](=[CH:11][CH:12]=[CH:13][CH:14]=2)[C:9](/[CH:16]=[CH:37]/[C:33]2[CH:34]=[CH:35][C:36]3[N:24]([CH2:23][CH2:22][O:21][CH2:20][CH2:19][O:18][CH3:17])[C:25]4[C:30]([C:31]=3[CH:32]=2)=[CH:29][CH:28]=[CH:27][CH:26]=4)=[CH:8][CH:7]=1. Given the reactants [Br-:1].[OH:2][CH2:3][CH2:4][CH2:5][N+:6]1[C:15]2[C:10](=[CH:11][CH:12]=[CH:13][CH:14]=2)[C:9]([CH3:16])=[CH:8][CH:7]=1.[CH3:17][O:18][CH2:19][CH2:20][O:21][CH2:22][CH2:23][N:24]1[C:36]2[CH:35]=[CH:34][C:33]([CH:37]=O)=[CH:32][C:31]=2[C:30]2[C:25]1=[CH:26][CH:27]=[CH:28][CH:29]=2.N1CCCCC1, predict the reaction product. (2) Given the reactants [NH2:1][C:2]1[CH:3]=[C:4]([C:8]([C:10]2[C:18]3[CH:17]=[N:16][CH:15]=[N:14][C:13]=3[N:12]([CH:19]([CH3:21])[CH3:20])[CH:11]=2)=[O:9])[CH:5]=[N:6][CH:7]=1.OC[C:24]1[CH:29]=[CH:28][C:27]([CH2:30][C:31]([OH:33])=O)=[CH:26][CH:25]=1.CN([C:37]([O:41]N1N=NC2C=CC=NC1=2)=[N+](C)C)C.F[P-](F)(F)(F)(F)F, predict the reaction product. The product is: [OH:41][CH2:37][C:29]1[CH:28]=[C:27]([CH2:30][C:31]([NH:1][C:2]2[CH:7]=[N:6][CH:5]=[C:4]([C:8]([C:10]3[C:18]4[CH:17]=[N:16][CH:15]=[N:14][C:13]=4[N:12]([CH:19]([CH3:21])[CH3:20])[CH:11]=3)=[O:9])[CH:3]=2)=[O:33])[CH:26]=[CH:25][CH:24]=1. (3) Given the reactants [C:1]1([P:7]([CH2:14]S)[C:8]2[CH:13]=[CH:12][CH:11]=[CH:10][CH:9]=2)[CH:6]=[CH:5][CH:4]=[CH:3][CH:2]=1.[C:16]([NH:19][CH2:20][C:21](O)=[O:22])(=[O:18])[CH3:17].C1CCC(N=C=NC2CCCCC2)CC1, predict the reaction product. The product is: [NH:19]([C:16]([CH3:17])=[O:18])[CH2:20][C:21]([CH2:14][P:7]([C:8]1[CH:13]=[CH:12][CH:11]=[CH:10][CH:9]=1)[C:1]1[CH:6]=[CH:5][CH:4]=[CH:3][CH:2]=1)=[O:22]. (4) Given the reactants [CH2:1]([O:8][C:9]1[CH:38]=[CH:37][C:12]([O:13][C:14]2[CH:22]=[CH:21][C:17]([C:18](Cl)=[O:19])=[CH:16][C:15]=2[NH:23][C:24]2[C:25]3[CH:33]=[CH:32][C:31]([CH:34]([CH3:36])[CH3:35])=[N:30][C:26]=3[N:27]=[CH:28][N:29]=2)=[CH:11][CH:10]=1)[C:2]1[CH:7]=[CH:6][CH:5]=[CH:4][CH:3]=1.C(N(CC)C(C)C)(C)C.[F:48][C:49]1[CH:54]=[CH:53][CH:52]=[CH:51][C:50]=1[NH2:55], predict the reaction product. The product is: [CH2:1]([O:8][C:9]1[CH:38]=[CH:37][C:12]([O:13][C:14]2[CH:22]=[CH:21][C:17]([C:18]([NH:55][C:50]3[CH:51]=[CH:52][CH:53]=[CH:54][C:49]=3[F:48])=[O:19])=[CH:16][C:15]=2[NH:23][C:24]2[C:25]3[CH:33]=[CH:32][C:31]([CH:34]([CH3:36])[CH3:35])=[N:30][C:26]=3[N:27]=[CH:28][N:29]=2)=[CH:11][CH:10]=1)[C:2]1[CH:7]=[CH:6][CH:5]=[CH:4][CH:3]=1. (5) Given the reactants [CH3:1][C:2]1[C:7](=[O:8])[CH:6]=[CH:5][NH:4][C:3]=1[CH2:9][O:10][C:11]1[CH:12]=[C:13]([CH:16]=[C:17]([O:19][CH2:20][CH:21]2[CH2:26][CH2:25][O:24][CH2:23][CH2:22]2)[CH:18]=1)[C:14]#[N:15].[N-:27]=[N+:28]=[N-:29].[Na+].[Cl-].[NH4+], predict the reaction product. The product is: [CH3:1][C:2]1[C:7](=[O:8])[C:6]2[C:5](=[CH:1][CH:2]=[CH:3][CH:9]=2)[NH:4][C:3]=1[CH2:9][O:10][C:11]1[CH:12]=[C:13]([C:14]2[NH:29][N:28]=[N:27][N:15]=2)[CH:16]=[C:17]([O:19][CH2:20][CH:21]2[CH2:22][CH2:23][O:24][CH2:25][CH2:26]2)[CH:18]=1. (6) Given the reactants [H-].[Na+].[C:3]([NH:10][CH2:11][CH2:12][OH:13])([O:5][C:6]([CH3:9])([CH3:8])[CH3:7])=[O:4].Cl[C:15]1[C:28]2[C:19](=[C:20]3[C:25](=[CH:26][CH:27]=2)[CH:24]=[CH:23][CH:22]=[N:21]3)[N:18]=[C:17]([CH3:29])[CH:16]=1, predict the reaction product. The product is: [C:6]([O:5][C:3](=[O:4])[NH:10][CH2:11][CH2:12][O:13][C:15]1[C:28]2[C:19](=[C:20]3[C:25](=[CH:26][CH:27]=2)[CH:24]=[CH:23][CH:22]=[N:21]3)[N:18]=[C:17]([CH3:29])[CH:16]=1)([CH3:7])([CH3:8])[CH3:9].